Dataset: Reaction yield outcomes from USPTO patents with 853,638 reactions. Task: Predict the reaction yield, written as a fraction of the theoretical maximum amount of product (1.0 means a 100% yield; for example, 0.34 means a 34% yield). (1) The reactants are [CH3:1][O:2][C:3]1[CH:9]=[CH:8][C:7]([N+:10]([O-:12])=[O:11])=[CH:6][C:4]=1[NH2:5].[C:13](O[C:13]([O:15][C:16]([CH3:19])([CH3:18])[CH3:17])=[O:14])([O:15][C:16]([CH3:19])([CH3:18])[CH3:17])=[O:14].N1C=CC(N)=CC=1. The catalyst is C1COCC1. The product is [C:16]([O:15][C:13](=[O:14])[NH:5][C:4]1[CH:6]=[C:7]([N+:10]([O-:12])=[O:11])[CH:8]=[CH:9][C:3]=1[O:2][CH3:1])([CH3:19])([CH3:18])[CH3:17]. The yield is 0.790. (2) The reactants are CC(O)=O.[CH3:5][C:6](=O)[CH2:7][C:8](=O)[CH3:9].C([O-])(=O)CO.[NH2:17][C:18]1[NH:22][N:21]=[C:20]([CH2:23][OH:24])[N:19]=1. The catalyst is CC(OC)(C)C. The product is [CH3:5][C:6]1[CH:7]=[C:8]([CH3:9])[N:22]2[N:21]=[C:20]([CH2:23][OH:24])[N:19]=[C:18]2[N:17]=1. The yield is 0.590.